From a dataset of Catalyst prediction with 721,799 reactions and 888 catalyst types from USPTO. Predict which catalyst facilitates the given reaction. (1) Reactant: [CH2:1]([N:8]1[CH:16]=[C:15]2[C:10]([CH:11]=[C:12]([C:17]3[CH:18]=[C:19]([CH2:27][CH2:28][CH2:29][CH2:30][O:31][Si](C(C)(C)C)(C)C)[N:20]4[C:25]=3[C:24]([NH2:26])=[N:23][CH:22]=[N:21]4)[CH:13]=[CH:14]2)=[N:9]1)[C:2]1[CH:7]=[CH:6][CH:5]=[CH:4][CH:3]=1.Cl.C([O-])(O)=O.[Na+]. Product: [NH2:26][C:24]1[C:25]2=[C:17]([C:12]3[CH:13]=[CH:14][C:15]4[C:10]([CH:11]=3)=[N:9][N:8]([CH2:1][C:2]3[CH:7]=[CH:6][CH:5]=[CH:4][CH:3]=3)[CH:16]=4)[CH:18]=[C:19]([CH2:27][CH2:28][CH2:29][CH2:30][OH:31])[N:20]2[N:21]=[CH:22][N:23]=1. The catalyst class is: 8. (2) Reactant: [CH3:1][CH:2]([C:4]1[C:8]([CH2:9][CH2:10][C:11]([O:13][CH2:14][CH3:15])=[O:12])=[CH:7][NH:6][N:5]=1)[CH3:3].Cl[C:17]1[CH:22]=[CH:21][C:20]([N+:23]([O-:25])=[O:24])=[CH:19][N:18]=1.CN(C)C=O.[H-].[Na+]. Product: [CH3:3][CH:2]([C:4]1[C:8]([CH2:9][CH2:10][C:11]([O:13][CH2:14][CH3:15])=[O:12])=[CH:7][N:6]([C:17]2[CH:22]=[CH:21][C:20]([N+:23]([O-:25])=[O:24])=[CH:19][N:18]=2)[N:5]=1)[CH3:1]. The catalyst class is: 6. (3) Reactant: [Br:1][C:2]1[CH:3]=[CH:4][C:5]([F:32])=[C:6]([C@:8]([NH:20][CH2:21][C:22]2[CH:27]=[CH:26][C:25]([O:28][CH3:29])=[CH:24][C:23]=2[O:30][CH3:31])([CH3:19])[CH2:9][S:10][C:11]([CH3:18])([CH3:17])[C:12]([O:14]CC)=[O:13])[CH:7]=1.[OH-].[Na+].Cl. Product: [Br:1][C:2]1[CH:3]=[CH:4][C:5]([F:32])=[C:6]([C@:8]([NH:20][CH2:21][C:22]2[CH:27]=[CH:26][C:25]([O:28][CH3:29])=[CH:24][C:23]=2[O:30][CH3:31])([CH3:19])[CH2:9][S:10][C:11]([CH3:18])([CH3:17])[C:12]([OH:14])=[O:13])[CH:7]=1. The catalyst class is: 8. (4) The catalyst class is: 6. Reactant: [CH3:1][C:2]([CH3:17])([CH2:9][O:10][CH:11]1[CH2:16][CH2:15][CH2:14][CH2:13][O:12]1)[CH2:3][CH2:4][CH2:5]CC#N.[OH-:18].[Na+].[CH2:20]([OH:22])[CH3:21]. Product: [CH3:1][C:2]([CH3:17])([CH2:9][O:10][CH:11]1[CH2:16][CH2:15][CH2:14][CH2:13][O:12]1)[CH2:3][CH2:4][CH2:5][CH2:21][C:20]([OH:18])=[O:22]. (5) The catalyst class is: 213. Product: [Br:12][C:5]1[C:6]([C:8]([F:11])([F:9])[F:10])=[CH:7][C:2]2[NH:1][C:37](=[O:38])[N:13]([CH:14]3[CH2:15][CH2:16][N:17]([C:20]([O:22][C:23]([CH3:26])([CH3:25])[CH3:24])=[O:21])[CH2:18][CH2:19]3)[C:3]=2[CH:4]=1. Reactant: [NH2:1][C:2]1[CH:7]=[C:6]([C:8]([F:11])([F:10])[F:9])[C:5]([Br:12])=[CH:4][C:3]=1[NH:13][CH:14]1[CH2:19][CH2:18][N:17]([C:20]([O:22][C:23]([CH3:26])([CH3:25])[CH3:24])=[O:21])[CH2:16][CH2:15]1.C(N(C(C)C)CC)(C)C.Cl[C:37](OCC)=[O:38]. (6) Reactant: [CH2:1]([C:4]1[CH:13]=[CH:12][C:7]2[C:8](=[O:11])[O:9][CH2:10][C:6]=2[CH:5]=1)[CH:2]=C.C1C[O:17]CC1.O=[O+][O-].[BH4-].[Na+]. Product: [OH:17][CH2:2][CH2:1][C:4]1[CH:13]=[CH:12][C:7]2[C:8](=[O:11])[O:9][CH2:10][C:6]=2[CH:5]=1. The catalyst class is: 5.